From a dataset of Full USPTO retrosynthesis dataset with 1.9M reactions from patents (1976-2016). Predict the reactants needed to synthesize the given product. (1) The reactants are: S(C1C=CC(C)=CC=1)([O-])(=O)=O.[CH3:12][O:13][C:14]1[CH:19]=[CH:18][C:17]([N:20]2[C:29](=[O:30])[C:28]3[C:23](=[CH:24][CH:25]=[CH:26][CH:27]=3)[NH:22][C:21]32[CH2:33][NH:32][CH2:31]3)=[CH:16][CH:15]=1.C(=O)([O-])[O-].[Cs+].[Cs+].Br[CH2:41][C:42]1[CH:47]=[CH:46][C:45]([Cl:48])=[C:44]([Cl:49])[CH:43]=1.C([O-])(O)=O.[Na+]. Given the product [Cl:49][C:44]1[CH:43]=[C:42]([CH:47]=[CH:46][C:45]=1[Cl:48])[CH2:41][N:32]1[CH2:31][C:21]2([N:20]([C:17]3[CH:16]=[CH:15][C:14]([O:13][CH3:12])=[CH:19][CH:18]=3)[C:29](=[O:30])[C:28]3[C:23](=[CH:24][CH:25]=[CH:26][CH:27]=3)[NH:22]2)[CH2:33]1, predict the reactants needed to synthesize it. (2) Given the product [C:13]([Si:10]([CH3:12])([CH3:11])[O:9][C@@H:7]1[CH2:8][C@H:4]([NH2:1])[CH:5]=[CH:6]1)([CH3:16])([CH3:15])[CH3:14], predict the reactants needed to synthesize it. The reactants are: [N:1]([C@H:4]1[CH2:8][C@@H:7]([O:9][Si:10]([C:13]([CH3:16])([CH3:15])[CH3:14])([CH3:12])[CH3:11])[CH:6]=[CH:5]1)=[N+]=[N-].C1(P(C2C=CC=CC=2)C2C=CC=CC=2)C=CC=CC=1.O.[Cl-].[Na+].